From a dataset of Reaction yield outcomes from USPTO patents with 853,638 reactions. Predict the reaction yield, written as a fraction of the theoretical maximum amount of product (1.0 means a 100% yield; for example, 0.34 means a 34% yield). (1) The reactants are [CH3:1][C:2]1[C:7]([O:8][C:9]2[CH:14]=[CH:13][C:12](N)=[CH:11][C:10]=2[F:16])=[CH:6][CH:5]=[C:4]([CH3:17])[N:3]=1.N([O-])=O.[Na+].C(=O)([O-])[O-].[K+].[K+].CCOC(C)=O.[BrH:34]. The catalyst is O.[Cu]Br. The product is [Br:34][C:12]1[CH:13]=[CH:14][C:9]([O:8][C:7]2[C:2]([CH3:1])=[N:3][C:4]([CH3:17])=[CH:5][CH:6]=2)=[C:10]([F:16])[CH:11]=1. The yield is 0.890. (2) The reactants are [C:1]([O:9][CH:10](/[CH:37]=[CH:38]/[C@@H:39]([C@@H:48]1[O:53][C@H:52]2[CH2:54][CH2:55][C@H:56]([CH2:58][C:59](=[O:106])[CH:60]([C@@H:70]3[C@@H:74]([O:75][CH3:76])[C@@H:73]([CH2:77][C@H:78]([O:88][Si:89]([C:92]([CH3:95])([CH3:94])[CH3:93])([CH3:91])[CH3:90])[CH2:79][O:80][Si:81]([C:84]([CH3:87])([CH3:86])[CH3:85])([CH3:83])[CH3:82])[O:72][C@H:71]3[CH2:96][CH2:97][O:98][Si:99]([CH2:104][CH3:105])([CH2:102][CH3:103])[CH2:100][CH3:101])S(C3C=CC=CC=3)(=O)=O)[O:57][C@@H:51]2[C@H:50]([O:107][Si:108]([C:111]([CH3:114])([CH3:113])[CH3:112])([CH3:110])[CH3:109])[C@@H:49]1[O:115][Si:116]([C:119]([CH3:122])([CH3:121])[CH3:120])([CH3:118])[CH3:117])[O:40][Si:41]([C:44]([CH3:47])([CH3:46])[CH3:45])([CH3:43])[CH3:42])[CH2:11][CH2:12][C@@H:13]1[O:21][C@@H:20]2[C@@:15]([CH2:35][I:36])([O:16][C@@H:17]([CH2:22][C@@H:23]([CH3:34])[C:24]([O:26][S:27]([C:30]([F:33])([F:32])[F:31])(=[O:29])=[O:28])=[CH2:25])[CH2:18][CH2:19]2)[CH2:14]1)(=[O:8])[C:2]1[CH:7]=[CH:6][CH:5]=[CH:4][CH:3]=1.[C@H](O)(C([O-])=O)[C@@H](O)C([O-])=O.[Na+].[K+].C(=O)([O-])[O-].[K+].[K+].O. The catalyst is C1COCC1.CO. The product is [C:1]([O:9][CH:10](/[CH:37]=[CH:38]/[C@@H:39]([C@@H:48]1[O:53][C@H:52]2[CH2:54][CH2:55][C@H:56]([CH2:58][C:59](=[O:106])[CH2:60][C@@H:70]3[C@@H:74]([O:75][CH3:76])[C@@H:73]([CH2:77][C@H:78]([O:88][Si:89]([C:92]([CH3:93])([CH3:94])[CH3:95])([CH3:91])[CH3:90])[CH2:79][O:80][Si:81]([C:84]([CH3:85])([CH3:86])[CH3:87])([CH3:83])[CH3:82])[O:72][C@H:71]3[CH2:96][CH2:97][O:98][Si:99]([CH2:104][CH3:105])([CH2:102][CH3:103])[CH2:100][CH3:101])[O:57][C@@H:51]2[C@H:50]([O:107][Si:108]([C:111]([CH3:114])([CH3:113])[CH3:112])([CH3:110])[CH3:109])[C@@H:49]1[O:115][Si:116]([C:119]([CH3:120])([CH3:121])[CH3:122])([CH3:117])[CH3:118])[O:40][Si:41]([C:44]([CH3:45])([CH3:47])[CH3:46])([CH3:43])[CH3:42])[CH2:11][CH2:12][C@@H:13]1[O:21][C@@H:20]2[C@@:15]([CH2:35][I:36])([O:16][C@@H:17]([CH2:22][C@@H:23]([CH3:34])[C:24]([O:26][S:27]([C:30]([F:32])([F:31])[F:33])(=[O:29])=[O:28])=[CH2:25])[CH2:18][CH2:19]2)[CH2:14]1)(=[O:8])[C:2]1[CH:7]=[CH:6][CH:5]=[CH:4][CH:3]=1. The yield is 0.800.